This data is from Reaction yield outcomes from USPTO patents with 853,638 reactions. The task is: Predict the reaction yield, written as a fraction of the theoretical maximum amount of product (1.0 means a 100% yield; for example, 0.34 means a 34% yield). (1) The reactants are [NH2:1][C:2]1[C:7]2=[C:8]([C:13]3[CH:18]=[CH:17][C:16]([NH:19][C:20]([NH:22][C:23]4[CH:28]=[C:27]([C:29]([F:32])([F:31])[F:30])[CH:26]=[CH:25][C:24]=4[F:33])=[O:21])=[CH:15][CH:14]=3)[C:9]([CH2:11][OH:12])=[CH:10][N:6]2[N:5]=[CH:4][N:3]=1.CC(OI1(OC(C)=O)(OC(C)=O)OC(=O)C2C=CC=CC1=2)=O. The catalyst is C1COCC1.CCOC(C)=O. The product is [NH2:1][C:2]1[C:7]2=[C:8]([C:13]3[CH:14]=[CH:15][C:16]([NH:19][C:20]([NH:22][C:23]4[CH:28]=[C:27]([C:29]([F:30])([F:31])[F:32])[CH:26]=[CH:25][C:24]=4[F:33])=[O:21])=[CH:17][CH:18]=3)[C:9]([CH:11]=[O:12])=[CH:10][N:6]2[N:5]=[CH:4][N:3]=1. The yield is 0.880. (2) The reactants are C([O:14][C:15]([C:17]1([O:20]/[N:21]=[C:22](/[C:51]2[N:52]=[C:53]([NH:56]C(OC(C)(C)C)=O)[S:54][CH:55]=2)\[C:23]([NH:25][C@@H:26]2[C:29](=[O:30])[N:28]([S:31]([OH:34])(=[O:33])=[O:32])[C@@H:27]2[CH2:35][N:36]2[CH2:40][C@@H:39]([CH2:41][NH:42]C(OC(C)(C)C)=O)[O:38][C:37]2=[O:50])=[O:24])[CH2:19][CH2:18]1)=[O:16])(C1C=CC=CC=1)C1C=CC=CC=1.C(O)(C(F)(F)F)=O. The catalyst is C(Cl)Cl. The product is [NH2:42][CH2:41][C@H:39]1[O:38][C:37](=[O:50])[N:36]([CH2:35][C@@H:27]2[C@H:26]([NH:25][C:23](=[O:24])/[C:22](=[N:21]\[O:20][C:17]3([C:15]([OH:16])=[O:14])[CH2:18][CH2:19]3)/[C:51]3[N:52]=[C:53]([NH2:56])[S:54][CH:55]=3)[C:29](=[O:30])[N:28]2[S:31]([OH:34])(=[O:32])=[O:33])[CH2:40]1. The yield is 0.520.